From a dataset of Peptide-MHC class II binding affinity with 134,281 pairs from IEDB. Regression. Given a peptide amino acid sequence and an MHC pseudo amino acid sequence, predict their binding affinity value. This is MHC class II binding data. (1) The peptide sequence is AFKVAVTAANAAPAN. The MHC is DRB1_1001 with pseudo-sequence DRB1_1001. The binding affinity (normalized) is 0.914. (2) The peptide sequence is STWLLKPGAGIMIFD. The MHC is HLA-DQA10104-DQB10503 with pseudo-sequence HLA-DQA10104-DQB10503. The binding affinity (normalized) is 0.190.